From a dataset of NCI-60 drug combinations with 297,098 pairs across 59 cell lines. Regression. Given two drug SMILES strings and cell line genomic features, predict the synergy score measuring deviation from expected non-interaction effect. Drug 1: CC12CCC3C(C1CCC2=O)CC(=C)C4=CC(=O)C=CC34C. Drug 2: CC1=C(C(=O)C2=C(C1=O)N3CC4C(C3(C2COC(=O)N)OC)N4)N. Cell line: CCRF-CEM. Synergy scores: CSS=75.3, Synergy_ZIP=2.08, Synergy_Bliss=3.08, Synergy_Loewe=1.52, Synergy_HSA=2.43.